This data is from Full USPTO retrosynthesis dataset with 1.9M reactions from patents (1976-2016). The task is: Predict the reactants needed to synthesize the given product. Given the product [C:22]1([CH2:28][CH2:29][CH2:30][CH2:31][CH2:32][CH2:33][CH:34]([C:21]2[N:16]=[N:17][CH:18]=[CH:19][CH:20]=2)[OH:35])[CH:27]=[CH:26][CH:25]=[CH:24][CH:23]=1, predict the reactants needed to synthesize it. The reactants are: CC1(C)CCCC(C)(C)N1.[Li]CCCC.[N:16]1[CH:21]=[CH:20][CH:19]=[CH:18][N:17]=1.[C:22]1([CH2:28][CH2:29][CH2:30][CH2:31][CH2:32][CH2:33][CH:34]=[O:35])[CH:27]=[CH:26][CH:25]=[CH:24][CH:23]=1.